Dataset: Peptide-MHC class I binding affinity with 185,985 pairs from IEDB/IMGT. Task: Regression. Given a peptide amino acid sequence and an MHC pseudo amino acid sequence, predict their binding affinity value. This is MHC class I binding data. (1) The peptide sequence is MFFADDDSF. The MHC is Mamu-B17 with pseudo-sequence Mamu-B17. The binding affinity (normalized) is 0.564. (2) The peptide sequence is TPGPGVRYPL. The MHC is HLA-B40:01 with pseudo-sequence HLA-B40:01. The binding affinity (normalized) is 0.0393. (3) The peptide sequence is RTYQILQPVLQ. The MHC is Mamu-A02 with pseudo-sequence Mamu-A02. The binding affinity (normalized) is 0.450. (4) The peptide sequence is TTSGTYVSA. The MHC is HLA-A68:02 with pseudo-sequence HLA-A68:02. The binding affinity (normalized) is 0.706. (5) The peptide sequence is KIVRKMERY. The MHC is HLA-A30:02 with pseudo-sequence HLA-A30:02. The binding affinity (normalized) is 0.743.